From a dataset of Catalyst prediction with 721,799 reactions and 888 catalyst types from USPTO. Predict which catalyst facilitates the given reaction. Reactant: [CH3:1][C:2]1[C:3]([C:14]2[CH:15]=[N:16][C:17]([CH3:20])=[N:18][CH:19]=2)=[N:4][N:5]([C:8]2[CH:13]=[CH:12][CH:11]=[CH:10][CH:9]=2)[C:6]=1[NH2:7].Cl[C:22](Cl)([O:24]C(=O)OC(Cl)(Cl)Cl)Cl.C(N(C(C)C)CC)(C)C.[CH:42]1([C:45]2[CH:50]=[CH:49][C:48]([CH2:51][O:52][CH3:53])=[CH:47][C:46]=2[CH2:54][NH2:55])[CH2:44][CH2:43]1. Product: [CH:42]1([C:45]2[CH:50]=[CH:49][C:48]([CH2:51][O:52][CH3:53])=[CH:47][C:46]=2[CH2:54][NH:55][C:22]([NH:7][C:6]2[N:5]([C:8]3[CH:13]=[CH:12][CH:11]=[CH:10][CH:9]=3)[N:4]=[C:3]([C:14]3[CH:15]=[N:16][C:17]([CH3:20])=[N:18][CH:19]=3)[C:2]=2[CH3:1])=[O:24])[CH2:43][CH2:44]1. The catalyst class is: 4.